Dataset: Reaction yield outcomes from USPTO patents with 853,638 reactions. Task: Predict the reaction yield, written as a fraction of the theoretical maximum amount of product (1.0 means a 100% yield; for example, 0.34 means a 34% yield). The reactants are [Cl:1][C:2]1[CH:3]=[C:4]([C:9]2([C:26]([F:29])([F:28])[F:27])[S:13][C:12]3[CH:14]=[CH:15][C:16](OS(C(F)(F)F)(=O)=O)=[CH:17][C:11]=3[CH2:10]2)[CH:5]=[C:6]([Cl:8])[CH:7]=1.C(=O)([O-])[O-].[K+].[K+].[NH2:36][C:37]1[CH:44]=[C:43](B2OC(C)(C)C(C)(C)O2)[CH:42]=[CH:41][C:38]=1[C:39]#[N:40]. The catalyst is COCCOC.O.C1C=CC([P]([Pd]([P](C2C=CC=CC=2)(C2C=CC=CC=2)C2C=CC=CC=2)([P](C2C=CC=CC=2)(C2C=CC=CC=2)C2C=CC=CC=2)[P](C2C=CC=CC=2)(C2C=CC=CC=2)C2C=CC=CC=2)(C2C=CC=CC=2)C2C=CC=CC=2)=CC=1. The product is [NH2:36][C:37]1[CH:44]=[C:43]([C:16]2[CH:15]=[CH:14][C:12]3[S:13][C:9]([C:4]4[CH:3]=[C:2]([Cl:1])[CH:7]=[C:6]([Cl:8])[CH:5]=4)([C:26]([F:28])([F:27])[F:29])[CH2:10][C:11]=3[CH:17]=2)[CH:42]=[CH:41][C:38]=1[C:39]#[N:40]. The yield is 0.970.